Dataset: Forward reaction prediction with 1.9M reactions from USPTO patents (1976-2016). Task: Predict the product of the given reaction. (1) Given the reactants [S:1]1[C:5]2[CH:6]=[CH:7][CH:8]=[CH:9][C:4]=2[CH:3]=[C:2]1[C:10]1[CH:18]=[CH:17][C:16]([N+:19]([O-])=O)=[CH:15][C:11]=1[C:12]([NH2:14])=[O:13], predict the reaction product. The product is: [NH2:19][C:16]1[CH:17]=[CH:18][C:10]([C:2]2[S:1][C:5]3[CH:6]=[CH:7][CH:8]=[CH:9][C:4]=3[CH:3]=2)=[C:11]([CH:15]=1)[C:12]([NH2:14])=[O:13]. (2) Given the reactants [C:1]([N:5]([CH2:13][CH2:14][O:15][CH2:16][C:17]#[C:18][C:19]1[S:23][CH:22]=[N:21][CH:20]=1)[C:6](=[O:12])[C:7]([O:9]CC)=[O:8])([CH3:4])([CH3:3])[CH3:2].[OH-].[K+].Cl, predict the reaction product. The product is: [C:1]([N:5]([CH2:13][CH2:14][O:15][CH2:16][C:17]#[C:18][C:19]1[S:23][CH:22]=[N:21][CH:20]=1)[C:6](=[O:12])[C:7]([OH:9])=[O:8])([CH3:4])([CH3:2])[CH3:3]. (3) Given the reactants [F:1][C:2]1[CH:3]=[C:4]([CH:8]=[CH:9][C:10]=1[CH2:11][CH:12]([CH3:14])[CH3:13])[C:5]([OH:7])=O.ON1C2C=CC=CC=2N=N1.Cl.C(N=C=NCCCN(C)C)C.[CH2:37]([C:39]1[C:44]([C:45](=[N:47]O)[NH2:46])=[CH:43][CH:42]=[C:41]([CH2:49][O:50][Si](C(C)C)(C(C)C)C(C)C)[N:40]=1)[CH3:38].[F-].C([N+](CCCC)(CCCC)CCCC)CCC.O1CCCC1, predict the reaction product. The product is: [CH2:37]([C:39]1[N:40]=[C:41]([CH2:49][OH:50])[CH:42]=[CH:43][C:44]=1[C:45]1[N:47]=[C:5]([C:4]2[CH:8]=[CH:9][C:10]([CH2:11][CH:12]([CH3:14])[CH3:13])=[C:2]([F:1])[CH:3]=2)[O:7][N:46]=1)[CH3:38]. (4) Given the reactants [O:1]1[CH2:4][C:3](=O)[CH2:2]1.[CH2:6]([NH:13][CH2:14][C:15]1[CH:20]=[CH:19][CH:18]=[CH:17][CH:16]=1)[C:7]1[CH:12]=[CH:11][CH:10]=[CH:9][CH:8]=1.C[Si]([C:25]#[N:26])(C)C.N, predict the reaction product. The product is: [CH2:14]([N:13]([CH2:6][C:7]1[CH:12]=[CH:11][CH:10]=[CH:9][CH:8]=1)[C:3]1([C:25]#[N:26])[CH2:4][O:1][CH2:2]1)[C:15]1[CH:20]=[CH:19][CH:18]=[CH:17][CH:16]=1. (5) Given the reactants [OH:1][C:2]1[C:7]([CH3:8])=[C:6]([CH3:9])[C:5]([O:10]C(=O)C)=[CH:4][C:3]=1[C:14](=[O:16])[CH3:15].C(=O)([O-])[O-].[K+].[K+].O.Cl, predict the reaction product. The product is: [OH:1][C:2]1[C:7]([CH3:8])=[C:6]([CH3:9])[C:5]([OH:10])=[CH:4][C:3]=1[C:14](=[O:16])[CH3:15]. (6) Given the reactants [Cl:1][C:2]1[CH:7]=[CH:6][C:5]([C@@:8]([C:19]2[CH:24]=[CH:23][CH:22]=[CH:21][CH:20]=2)([O:10][CH2:11][CH2:12][C@H:13]2[CH2:17][CH2:16][CH2:15][N:14]2[CH3:18])[CH3:9])=[CH:4][CH:3]=1.[C:25]([OH:32])(=[O:31])/[CH:26]=[CH:27]/[C:28]([OH:30])=[O:29], predict the reaction product. The product is: [C:25]([OH:32])(=[O:31])/[CH:26]=[CH:27]/[C:28]([OH:30])=[O:29].[Cl:1][C:2]1[CH:7]=[CH:6][C:5]([C@@:8]([C:19]2[CH:20]=[CH:21][CH:22]=[CH:23][CH:24]=2)([O:10][CH2:11][CH2:12][C@H:13]2[CH2:17][CH2:16][CH2:15][N:14]2[CH3:18])[CH3:9])=[CH:4][CH:3]=1.